From a dataset of Catalyst prediction with 721,799 reactions and 888 catalyst types from USPTO. Predict which catalyst facilitates the given reaction. (1) Reactant: [CH2:1]([O:8][C:9]1[CH:10]=[CH:11][C:12]([CH3:15])=[N:13][CH:14]=1)[C:2]1[CH:7]=[CH:6][CH:5]=[CH:4][CH:3]=1.C1C=C(Cl)C=C(C(OO)=[O:24])C=1.C([O-])([O-])=O.[Na+].[Na+]. Product: [CH2:1]([O:8][C:9]1[CH:10]=[CH:11][C:12]([CH3:15])=[N+:13]([O-:24])[CH:14]=1)[C:2]1[CH:3]=[CH:4][CH:5]=[CH:6][CH:7]=1. The catalyst class is: 4. (2) Reactant: [C:9]1([S:8][S:8][C:9]2[CH:14]=[CH:13][CH:12]=[CH:11][CH:10]=2)[CH:14]=[CH:13][CH:12]=[CH:11][CH:10]=1.Br[C:16]1[S:17][C:18]2[NH:23][C:22]([C:24]([NH2:26])=[O:25])=[CH:21][C:19]=2[N:20]=1.C(=O)([O-])[O-].[Cs+].[Cs+]. The catalyst class is: 3. Product: [C:9]1([S:8][C:16]2[S:17][C:18]3[NH:23][C:22]([C:24]([NH2:26])=[O:25])=[C:21]([S:8][C:9]4[CH:10]=[CH:11][CH:12]=[CH:13][CH:14]=4)[C:19]=3[N:20]=2)[CH:14]=[CH:13][CH:12]=[CH:11][CH:10]=1. (3) Reactant: [CH:1]([C:3]1[CH:8]=[CH:7][C:6]([CH2:9][N:10]2[CH2:15][CH2:14][N:13]([C:16]3[C:21]([C:22]([O:24][CH:25]([CH3:27])[CH3:26])=[O:23])=[CH:20][CH:19]=[CH:18][N:17]=3)[CH2:12][CH2:11]2)=[CH:5][CH:4]=1)=O.CC(O)=O.[N:32]1([C:38]2[C:43]([C:44]([O:46][CH:47]([CH3:49])[CH3:48])=[O:45])=[CH:42][CH:41]=[CH:40][N:39]=2)[CH2:37][CH2:36][NH:35][CH2:34][CH2:33]1.C(O[BH-](OC(=O)C)OC(=O)C)(=O)C.[Na+]. Product: [C:6]1([CH2:9][N:10]2[CH2:11][CH2:12][N:13]([C:16]3[C:21]([C:22]([O:24][CH:25]([CH3:27])[CH3:26])=[O:23])=[CH:20][CH:19]=[CH:18][N:17]=3)[CH2:14][CH2:15]2)[CH:5]=[CH:4][C:3]([CH2:1][N:35]2[CH2:34][CH2:33][N:32]([C:38]3[C:43]([C:44]([O:46][CH:47]([CH3:49])[CH3:48])=[O:45])=[CH:42][CH:41]=[CH:40][N:39]=3)[CH2:37][CH2:36]2)=[CH:8][CH:7]=1. The catalyst class is: 16. (4) Reactant: [CH3:1][C:2]1([CH3:19])[CH2:7][CH2:6][C:5]([CH:8]([CH3:11])[CH2:9][OH:10])=[C:4]2[C:12]([CH3:18])([CH3:17])[CH:13]3[CH2:16][C:3]12[CH2:15][CH2:14]3.[CH2:20]1COCC1.[H-].[Na+].CI. Product: [CH3:20][O:10][CH2:9][CH:8]([C:5]1[CH2:6][CH2:7][C:2]([CH3:1])([CH3:19])[C:3]23[CH2:16][CH:13]([CH2:14][CH2:15]2)[C:12]([CH3:18])([CH3:17])[C:4]=13)[CH3:11]. The catalyst class is: 3. (5) Reactant: Cl.C(N=C=NCCCN(C)C)C.[CH2:13]([C:15]1[S:19][CH:18]=[C:17]([C:20]([OH:22])=O)[CH:16]=1)[CH3:14].[CH3:23][C:24]12[CH2:31][CH:28]([NH:29][CH2:30]1)[CH2:27][C:26]([CH3:33])([CH3:32])[CH2:25]2.O. Product: [CH2:13]([C:15]1[S:19][CH:18]=[C:17]([C:20]([N:29]2[CH2:30][C:24]3([CH3:23])[CH2:31][CH:28]2[CH2:27][C:26]([CH3:33])([CH3:32])[CH2:25]3)=[O:22])[CH:16]=1)[CH3:14]. The catalyst class is: 2. (6) Product: [Cl:31][C:19]1[CH:20]=[C:21]([C:24]2[C:29]([CH3:30])=[N:28][CH:27]=[CH:26][N:25]=2)[CH:22]=[CH:23][C:18]=1[C:16]1[C:15](=[O:32])[N:14]([CH2:33][C:34]2[CH:35]=[N:36][CH:37]=[CH:38][CH:39]=2)[C:7]2[N:8]=[C:9]([NH:46][C@@H:43]3[CH2:44][CH2:45][O:41][CH2:42]3)[N:10]=[CH:5][C:6]=2[CH:17]=1. The catalyst class is: 1. Reactant: C([C:5]1[C:6]2[CH:17]=[C:16]([C:18]3[CH:23]=[CH:22][C:21]([C:24]4[C:29]([CH3:30])=[N:28][CH:27]=[CH:26][N:25]=4)=[CH:20][C:19]=3[Cl:31])[C:15](=[O:32])[N:14]([CH2:33][C:34]3[CH:35]=[N:36][CH:37]=[CH:38][CH:39]=3)[C:7]=2[N:8]=[C:9](S(C)=O)[N:10]=1)(C)(C)C.Cl.[O:41]1[CH2:45][CH2:44][C@@H:43]([NH2:46])[CH2:42]1.CCN(C(C)C)C(C)C. (7) Reactant: [CH3:1][O:2][C:3]1[CH:4]=[C:5]2[C:10](=[CH:11][CH:12]=1)[CH:9]=[C:8]([CH:13]=[O:14])[CH:7]=[CH:6]2.[CH2:15]([Mg]Br)[CH2:16][CH2:17][CH2:18][CH2:19][CH3:20].[NH4+].[Cl-]. Product: [CH3:1][O:2][C:3]1[CH:4]=[C:5]2[C:10](=[CH:11][CH:12]=1)[CH:9]=[C:8]([CH:13]([OH:14])[CH2:15][CH2:16][CH2:17][CH2:18][CH2:19][CH3:20])[CH:7]=[CH:6]2. The catalyst class is: 28.